From a dataset of Reaction yield outcomes from USPTO patents with 853,638 reactions. Predict the reaction yield, written as a fraction of the theoretical maximum amount of product (1.0 means a 100% yield; for example, 0.34 means a 34% yield). (1) The reactants are [CH3:1][S:2](Cl)(=[O:4])=[O:3].[CH3:6][O:7][C:8]1[CH:9]=[C:10]([C:16]([C@@H:18]2[C@:27]3([CH3:28])[C@H:22]([C:23]([CH3:30])([CH3:29])[CH2:24][CH2:25][CH2:26]3)[CH2:21][C@H:20]([CH2:31][OH:32])[C@H:19]2[CH3:33])=[O:17])[CH:11]=[C:12]([O:14][CH3:15])[CH:13]=1.C([O-])(O)=O.[Na+]. The catalyst is N1C=CC=CC=1.CCOC(C)=O. The product is [CH3:1][S:2]([O:32][CH2:31][C@@H:20]1[C@@H:19]([CH3:33])[C@H:18]([C:16]([C:10]2[CH:11]=[C:12]([O:14][CH3:15])[CH:13]=[C:8]([O:7][CH3:6])[CH:9]=2)=[O:17])[C@:27]2([CH3:28])[C@H:22]([C:23]([CH3:29])([CH3:30])[CH2:24][CH2:25][CH2:26]2)[CH2:21]1)(=[O:4])=[O:3]. The yield is 0.990. (2) The reactants are [N+:1]([C:4]1[C:5]([C:9]2[NH:13][C:12]3[CH:14]=[CH:15][CH:16]=[CH:17][C:11]=3[N:10]=2)=[N:6][NH:7][CH:8]=1)([O-])=O.[H][H]. The catalyst is CN(C=O)C.[Pd]. The product is [NH:13]1[C:12]2[CH:14]=[CH:15][CH:16]=[CH:17][C:11]=2[N:10]=[C:9]1[C:5]1[C:4]([NH2:1])=[CH:8][NH:7][N:6]=1. The yield is 0.820. (3) The reactants are Br[C:2]1[CH:3]=[C:4]2[C:8](=[CH:9][CH:10]=1)[NH:7][CH:6]=[C:5]2[C:11]#[N:12].[H-].[Na+].C([Li])(CC)C.C1CCCCC1.Cl.[C:27](=O)(O)[O-:28].[Na+]. The catalyst is CN(C)C=O.O1CCCC1. The product is [CH:27]([C:2]1[CH:3]=[C:4]2[C:8](=[CH:9][CH:10]=1)[NH:7][CH:6]=[C:5]2[C:11]#[N:12])=[O:28]. The yield is 0.720. (4) The catalyst is CO. The reactants are [Cl:1][C:2]1[CH:7]=[C:6]([S:8](=[O:22])(=[O:21])[N:9]=[C:10]([N:14]2[CH2:18][C:17]([CH3:20])([CH3:19])[CH:16]=[N:15]2)[NH:11][CH2:12][CH3:13])[CH:5]=[CH:4][C:3]=1[NH:23]C(=O)C.Cl.[OH-].[Na+]. The product is [NH2:23][C:3]1[CH:4]=[CH:5][C:6]([S:8]([N:9]=[C:10]([N:14]2[CH2:18][C:17]([CH3:20])([CH3:19])[CH:16]=[N:15]2)[NH:11][CH2:12][CH3:13])(=[O:22])=[O:21])=[CH:7][C:2]=1[Cl:1]. The yield is 0.400. (5) The reactants are O[Li].O.C[O:5][C:6](=[O:25])[CH2:7][CH2:8][CH2:9][CH2:10][C:11]1[S:12][CH:13]=[C:14]([C:16]2[CH:21]=[CH:20][C:19]([O:22][CH3:23])=[CH:18][C:17]=2[OH:24])[N:15]=1.Cl. The catalyst is O.O1CCOCC1. The product is [OH:24][C:17]1[CH:18]=[C:19]([O:22][CH3:23])[CH:20]=[CH:21][C:16]=1[C:14]1[N:15]=[C:11]([CH2:10][CH2:9][CH2:8][CH2:7][C:6]([OH:25])=[O:5])[S:12][CH:13]=1. The yield is 0.960. (6) The reactants are [C:1]([C:5]1[CH:12]=[CH:11][C:8]([C:9]#[N:10])=[CH:7][N:6]=1)([CH3:4])([CH3:3])[CH3:2].[Cl:13]C1N=CC=CC=1C#N.C(O)(=O)C(C)(C)C. The catalyst is [N+]([O-])([O-])=O.[Ag+].OS(O)(=O)=O. The yield is 0.420. The product is [C:1]([C:5]1[CH:12]=[CH:11][C:8]([C:9]#[N:10])=[C:7]([Cl:13])[N:6]=1)([CH3:4])([CH3:2])[CH3:3].